Task: Regression. Given two drug SMILES strings and cell line genomic features, predict the synergy score measuring deviation from expected non-interaction effect.. Dataset: NCI-60 drug combinations with 297,098 pairs across 59 cell lines (1) Drug 2: COCCOC1=C(C=C2C(=C1)C(=NC=N2)NC3=CC=CC(=C3)C#C)OCCOC.Cl. Drug 1: C1CN(P(=O)(OC1)NCCCl)CCCl. Synergy scores: CSS=0.202, Synergy_ZIP=-0.142, Synergy_Bliss=-0.948, Synergy_Loewe=-14.8, Synergy_HSA=-4.27. Cell line: RPMI-8226. (2) Drug 1: C1=CC=C(C=C1)NC(=O)CCCCCCC(=O)NO. Drug 2: CC1C(C(CC(O1)OC2CC(CC3=C2C(=C4C(=C3O)C(=O)C5=C(C4=O)C(=CC=C5)OC)O)(C(=O)CO)O)N)O.Cl. Cell line: NCI-H226. Synergy scores: CSS=29.3, Synergy_ZIP=-0.140, Synergy_Bliss=1.91, Synergy_Loewe=-11.8, Synergy_HSA=2.79. (3) Drug 1: CS(=O)(=O)C1=CC(=C(C=C1)C(=O)NC2=CC(=C(C=C2)Cl)C3=CC=CC=N3)Cl. Drug 2: CCC1=CC2CC(C3=C(CN(C2)C1)C4=CC=CC=C4N3)(C5=C(C=C6C(=C5)C78CCN9C7C(C=CC9)(C(C(C8N6C)(C(=O)OC)O)OC(=O)C)CC)OC)C(=O)OC.C(C(C(=O)O)O)(C(=O)O)O. Cell line: RXF 393. Synergy scores: CSS=50.2, Synergy_ZIP=10.4, Synergy_Bliss=11.0, Synergy_Loewe=7.23, Synergy_HSA=13.6. (4) Drug 1: CC(C1=C(C=CC(=C1Cl)F)Cl)OC2=C(N=CC(=C2)C3=CN(N=C3)C4CCNCC4)N. Drug 2: CCCCCOC(=O)NC1=NC(=O)N(C=C1F)C2C(C(C(O2)C)O)O. Cell line: UO-31. Synergy scores: CSS=10.8, Synergy_ZIP=-1.24, Synergy_Bliss=2.03, Synergy_Loewe=3.68, Synergy_HSA=3.95. (5) Drug 1: CCC(=C(C1=CC=CC=C1)C2=CC=C(C=C2)OCCN(C)C)C3=CC=CC=C3.C(C(=O)O)C(CC(=O)O)(C(=O)O)O. Drug 2: CC1CCC2CC(C(=CC=CC=CC(CC(C(=O)C(C(C(=CC(C(=O)CC(OC(=O)C3CCCCN3C(=O)C(=O)C1(O2)O)C(C)CC4CCC(C(C4)OC)O)C)C)O)OC)C)C)C)OC. Cell line: SF-539. Synergy scores: CSS=-0.531, Synergy_ZIP=6.22, Synergy_Bliss=11.1, Synergy_Loewe=2.13, Synergy_HSA=3.39. (6) Drug 1: CC1C(C(CC(O1)OC2CC(OC(C2O)C)OC3=CC4=CC5=C(C(=O)C(C(C5)C(C(=O)C(C(C)O)O)OC)OC6CC(C(C(O6)C)O)OC7CC(C(C(O7)C)O)OC8CC(C(C(O8)C)O)(C)O)C(=C4C(=C3C)O)O)O)O. Drug 2: N.N.Cl[Pt+2]Cl. Cell line: OVCAR-8. Synergy scores: CSS=66.3, Synergy_ZIP=-6.06, Synergy_Bliss=-0.191, Synergy_Loewe=-0.366, Synergy_HSA=0.441. (7) Drug 1: CC1=C2C(C(=O)C3(C(CC4C(C3C(C(C2(C)C)(CC1OC(=O)C(C(C5=CC=CC=C5)NC(=O)OC(C)(C)C)O)O)OC(=O)C6=CC=CC=C6)(CO4)OC(=O)C)OC)C)OC. Drug 2: C1=NC2=C(N=C(N=C2N1C3C(C(C(O3)CO)O)F)Cl)N. Cell line: SNB-19. Synergy scores: CSS=48.0, Synergy_ZIP=-6.66, Synergy_Bliss=-7.91, Synergy_Loewe=-3.27, Synergy_HSA=-0.443. (8) Drug 1: CC(C1=C(C=CC(=C1Cl)F)Cl)OC2=C(N=CC(=C2)C3=CN(N=C3)C4CCNCC4)N. Drug 2: CC(C)(C#N)C1=CC(=CC(=C1)CN2C=NC=N2)C(C)(C)C#N. Cell line: BT-549. Synergy scores: CSS=-1.89, Synergy_ZIP=2.35, Synergy_Bliss=2.58, Synergy_Loewe=-1.18, Synergy_HSA=-1.61. (9) Drug 1: CC1C(C(CC(O1)OC2CC(CC3=C2C(=C4C(=C3O)C(=O)C5=C(C4=O)C(=CC=C5)OC)O)(C(=O)C)O)N)O.Cl. Drug 2: C1CC(=O)NC(=O)C1N2C(=O)C3=CC=CC=C3C2=O. Cell line: HS 578T. Synergy scores: CSS=27.0, Synergy_ZIP=-3.59, Synergy_Bliss=3.18, Synergy_Loewe=-19.5, Synergy_HSA=2.22. (10) Drug 1: C1CCC(C1)C(CC#N)N2C=C(C=N2)C3=C4C=CNC4=NC=N3. Drug 2: C1=CC(=CC=C1CCC2=CNC3=C2C(=O)NC(=N3)N)C(=O)NC(CCC(=O)O)C(=O)O. Cell line: NCIH23. Synergy scores: CSS=8.62, Synergy_ZIP=-3.38, Synergy_Bliss=-0.514, Synergy_Loewe=-1.10, Synergy_HSA=-0.239.